From a dataset of Full USPTO retrosynthesis dataset with 1.9M reactions from patents (1976-2016). Predict the reactants needed to synthesize the given product. Given the product [Cl:3][C:4]1[N:8]([CH2:14][C:15]([O:17][CH3:18])=[O:16])[C:7]2[CH:9]=[CH:10][CH:11]=[CH:12][C:6]=2[N:5]=1, predict the reactants needed to synthesize it. The reactants are: [H-].[Na+].[Cl:3][C:4]1[NH:5][C:6]2[CH:12]=[CH:11][CH:10]=[CH:9][C:7]=2[N:8]=1.Br[CH2:14][C:15]([O:17][CH3:18])=[O:16].